This data is from Forward reaction prediction with 1.9M reactions from USPTO patents (1976-2016). The task is: Predict the product of the given reaction. (1) Given the reactants [O:1]1[C:5]2([CH2:10][CH2:9][C:8](=O)[CH2:7][CH2:6]2)[O:4][CH2:3][CH2:2]1.[CH3:12][NH:13][CH3:14].[C-]#N.[K+].Cl.[CH3:19][NH:20]C, predict the reaction product. The product is: [CH3:12][N:13]([CH3:14])[C:8]1([C:19]#[N:20])[CH2:9][CH2:10][C:5]2([O:4][CH2:3][CH2:2][O:1]2)[CH2:6][CH2:7]1. (2) Given the reactants [Cl:1][C:2]1[CH:23]=[CH:22][CH:21]=[CH:20][C:3]=1[O:4][CH2:5][C:6]1[CH:11]=[CH:10][N:9]=[C:8]([C:12]([NH:14][C:15]2[CH:16]=[N:17][NH:18][CH:19]=2)=[O:13])[CH:7]=1.Br[CH2:25][CH2:26][CH2:27][C:28]([F:31])([F:30])[F:29].C(=O)([O-])[O-].[Cs+].[Cs+], predict the reaction product. The product is: [ClH:1].[ClH:1].[Cl:1][C:2]1[CH:23]=[CH:22][CH:21]=[CH:20][C:3]=1[O:4][CH2:5][C:6]1[CH:11]=[CH:10][N:9]=[C:8]([C:12]([NH:14][C:15]2[CH:19]=[N:18][N:17]([CH2:25][CH2:26][CH2:27][C:28]([F:31])([F:30])[F:29])[CH:16]=2)=[O:13])[CH:7]=1. (3) Given the reactants ClC1C=CC=CC=1NC(=O)NC1C=CC(C2SC(C3CCC(CC(O)=O)CC3)=NC=2)=CC=1.[F:33][C:34]1[CH:65]=[CH:64][CH:63]=[C:62]([C:66]([F:69])([F:68])[F:67])[C:35]=1[C:36]([NH:38][C:39]1[CH:44]=[CH:43][C:42]([C:45]2[S:49][C:48]([CH:50]3[CH2:55][CH2:54][CH:53]([CH2:56][C:57]([O:59]CC)=[O:58])[CH2:52][CH2:51]3)=[N:47][CH:46]=2)=[CH:41][CH:40]=1)=[O:37], predict the reaction product. The product is: [F:33][C:34]1[CH:65]=[CH:64][CH:63]=[C:62]([C:66]([F:68])([F:67])[F:69])[C:35]=1[C:36]([NH:38][C:39]1[CH:44]=[CH:43][C:42]([C:45]2[S:49][C:48]([CH:50]3[CH2:55][CH2:54][CH:53]([CH2:56][C:57]([OH:59])=[O:58])[CH2:52][CH2:51]3)=[N:47][CH:46]=2)=[CH:41][CH:40]=1)=[O:37]. (4) Given the reactants [O:1]1[CH2:6][CH2:5][N:4]([CH2:7][CH2:8][O:9][C:10]2[CH:18]=[C:17]3[C:13]([C:14]([C:26]4[CH:31]=[CH:30][C:29]([C:32]([F:35])([F:34])[F:33])=[CH:28][CH:27]=4)=[C:15](C4C=NC=CC=4)[C:16]3=[O:19])=[CH:12][CH:11]=2)[CH2:3][CH2:2]1.O1CCN(CCOC2C=C3C(C(C4C=CC=CC=4)=C(Br)C3=O)=CC=2)CC1.[F:62][C:63]1[CH:64]=[C:65](B(O)O)[CH:66]=[CH:67][C:68]=1[F:69], predict the reaction product. The product is: [O:1]1[CH2:2][CH2:3][N:4]([CH2:7][CH2:8][O:9][C:10]2[CH:18]=[C:17]3[C:13]([C:14]([C:26]4[CH:31]=[CH:30][C:29]([C:32]([F:34])([F:35])[F:33])=[CH:28][CH:27]=4)=[C:15]([C:65]4[CH:66]=[CH:67][C:68]([F:69])=[C:63]([F:62])[CH:64]=4)[C:16]3=[O:19])=[CH:12][CH:11]=2)[CH2:5][CH2:6]1. (5) Given the reactants [CH2:1]([O:8][N:9]1[C:15](=[O:16])[N:14]2[CH2:17][C@H:10]1[CH2:11][CH2:12][C@H:13]2[C:18]([OH:20])=[O:19])[C:2]1[CH:7]=[CH:6][CH:5]=[CH:4][CH:3]=1.ClC(OCC(C)C)=O.C(N(CC)CC)C.O[N:37]1[C:45](=[O:46])[C@H:44]2[C@H:39]([CH2:40][CH2:41][CH2:42][CH2:43]2)[C:38]1=[O:47], predict the reaction product. The product is: [CH2:1]([O:8][N:9]1[C:15](=[O:16])[N:14]2[CH2:17][C@H:10]1[CH2:11][CH2:12][C@H:13]2[C:18]([O:20][N:37]1[C:45](=[O:46])[C@H:44]2[C@H:39]([CH2:40][CH2:41][CH2:42][CH2:43]2)[C:38]1=[O:47])=[O:19])[C:2]1[CH:7]=[CH:6][CH:5]=[CH:4][CH:3]=1. (6) Given the reactants Br[C:2]1[CH:11]=[C:10]([O:12][CH3:13])[C:9]([O:14][CH3:15])=[C:8]2[C:3]=1[CH2:4][CH2:5][N:6]=[C:7]2[C:16]1[CH:21]=[CH:20][CH:19]=[CH:18][CH:17]=1.CCO.C[O-].[Na+], predict the reaction product. The product is: [CH3:13][O:12][C:10]1[C:9]([O:14][CH3:15])=[C:8]2[C:3]([CH2:4][CH2:5][NH:6][CH:7]2[C:16]2[CH:21]=[CH:20][CH:19]=[CH:18][CH:17]=2)=[CH:2][CH:11]=1. (7) Given the reactants [F:1][CH2:2][CH2:3][N:4]([CH3:12])[C:5]1[CH:10]=[CH:9][N:8]=[C:7]([NH2:11])[CH:6]=1.[O:13]1[C:17]2[CH:18]=[CH:19][C:20]([C:22](=O)[CH2:23]Br)=[CH:21][C:16]=2[O:15][CH2:14]1, predict the reaction product. The product is: [O:13]1[C:17]2[CH:18]=[CH:19][C:20]([C:22]3[N:11]=[C:7]4[CH:6]=[C:5]([N:4]([CH2:3][CH2:2][F:1])[CH3:12])[CH:10]=[CH:9][N:8]4[CH:23]=3)=[CH:21][C:16]=2[O:15][CH2:14]1.